Task: Predict the product of the given reaction.. Dataset: Forward reaction prediction with 1.9M reactions from USPTO patents (1976-2016) (1) The product is: [C:1]([C:5]1[CH:6]=[CH:7][C:8]([S:11]([N:14]2[C:20]3[CH:21]=[C:22]([C:25]4[O:26][CH:37]=[N:28][N:27]=4)[CH:23]=[CH:24][C:19]=3[NH:18][C:17]3[N:29]=[C:30]([C:33]([F:35])([F:36])[F:34])[CH:31]=[CH:32][C:16]=3[CH2:15]2)(=[O:13])=[O:12])=[CH:9][CH:10]=1)([CH3:4])([CH3:2])[CH3:3]. Given the reactants [C:1]([C:5]1[CH:10]=[CH:9][C:8]([S:11]([N:14]2[C:20]3[CH:21]=[C:22]([C:25]([NH:27][NH2:28])=[O:26])[CH:23]=[CH:24][C:19]=3[NH:18][C:17]3[N:29]=[C:30]([C:33]([F:36])([F:35])[F:34])[CH:31]=[CH:32][C:16]=3[CH2:15]2)(=[O:13])=[O:12])=[CH:7][CH:6]=1)([CH3:4])([CH3:3])[CH3:2].[CH2:37](OC(OCC)OCC)C.C1(C)C=CC(S(O)(=O)=O)=CC=1.Cl, predict the reaction product. (2) Given the reactants [C:1]([C:4]1[O:5][C:6]2[CH:13]=[CH:12][C:11]([O:14][CH3:15])=[C:10]([Cl:16])[C:7]=2[C:8]=1[NH2:9])(=[O:3])[CH3:2].[CH:17]([C:19]1[N:20]=[C:21]([NH:24][C:25](=[O:29])[CH:26]([CH3:28])[CH3:27])[S:22][CH:23]=1)=O.[OH-].[Na+], predict the reaction product. The product is: [NH2:9][C:8]1[C:7]2[C:10]([Cl:16])=[C:11]([O:14][CH3:15])[CH:12]=[CH:13][C:6]=2[O:5][C:4]=1[C:1](=[O:3])[CH:2]=[CH:17][C:19]1[N:20]=[C:21]([NH:24][C:25](=[O:29])[CH:26]([CH3:27])[CH3:28])[S:22][CH:23]=1. (3) The product is: [Cl-:15].[CH:1]1([CH2:8][NH2+:9][CH2:10][CH2:11][Cl:15])[CH2:7][CH2:6][CH2:5][CH2:4][CH2:3][CH2:2]1. Given the reactants [CH:1]1([CH2:8][NH:9][CH2:10][CH2:11]O)[CH2:7][CH2:6][CH2:5][CH2:4][CH2:3][CH2:2]1.O=S(Cl)[Cl:15], predict the reaction product. (4) Given the reactants [NH2:1][CH2:2][C@@H:3]([C:5]1[CH:6]=[CH:7][C:8]([OH:16])=[C:9]([NH:11][S:12]([CH3:15])(=[O:14])=[O:13])[CH:10]=1)[OH:4].[F:17][C:18]1[CH:46]=[CH:45][C:44]([F:47])=[CH:43][C:19]=1[CH2:20][N:21]([CH3:42])[C:22]([NH:24][C:25]1[CH:30]=[CH:29][C:28]([S:31]([N:34]2[CH2:39][CH2:38][CH:37]([CH:40]=O)[CH2:36][CH2:35]2)(=[O:33])=[O:32])=[CH:27][CH:26]=1)=[O:23].C(O)(=O)C.C([BH3-])#N.[Na+], predict the reaction product. The product is: [F:17][C:18]1[CH:46]=[CH:45][C:44]([F:47])=[CH:43][C:19]=1[CH2:20][N:21]([CH3:42])[C:22]([NH:24][C:25]1[CH:26]=[CH:27][C:28]([S:31]([N:34]2[CH2:39][CH2:38][CH:37]([CH2:40][NH:1][CH2:2][C@@H:3]([C:5]3[CH:6]=[CH:7][C:8]([OH:16])=[C:9]([NH:11][S:12]([CH3:15])(=[O:14])=[O:13])[CH:10]=3)[OH:4])[CH2:36][CH2:35]2)(=[O:32])=[O:33])=[CH:29][CH:30]=1)=[O:23]. (5) Given the reactants [CH3:1][O:2][C:3](=[O:13])[CH2:4][CH2:5][CH2:6][CH2:7][C:8](=[O:12])[CH2:9][CH2:10][OH:11], predict the reaction product. The product is: [CH3:1][O:2][C:3](=[O:13])[CH2:4][CH2:5][CH2:6][CH2:7][C@@H:8]([OH:12])[CH2:9][CH2:10][OH:11]. (6) Given the reactants [Br:1][CH2:2][CH2:3][CH2:4][CH2:5][CH2:6][C:7]([CH3:19])([C:13]1[CH:18]=[CH:17][CH:16]=[CH:15][CH:14]=1)[C:8](OCC)=[O:9].[Li+].[BH4-].CO, predict the reaction product. The product is: [Br:1][CH2:2][CH2:3][CH2:4][CH2:5][CH2:6][C:7]([CH3:19])([C:13]1[CH:14]=[CH:15][CH:16]=[CH:17][CH:18]=1)[CH2:8][OH:9].